This data is from Catalyst prediction with 721,799 reactions and 888 catalyst types from USPTO. The task is: Predict which catalyst facilitates the given reaction. Reactant: Cl[C:2]1[CH:7]=[CH:6][C:5]([N+:8]([O-])=O)=[C:4]([O:11][CH3:12])[CH:3]=1.[CH3:13][C@H:14]1[CH2:19][O:18][CH2:17][CH2:16][NH:15]1.C(=O)([O-])[O-].[Cs+].[Cs+].CC1(C)C2C(=C(P(C3C=CC=CC=3)C3C=CC=CC=3)C=CC=2)OC2C(P(C3C=CC=CC=3)C3C=CC=CC=3)=CC=CC1=2. Product: [CH3:13][C@H:14]1[CH2:19][O:18][CH2:17][CH2:16][N:15]1[C:2]1[CH:7]=[CH:6][C:5]([NH2:8])=[C:4]([O:11][CH3:12])[CH:3]=1. The catalyst class is: 110.